Task: Regression. Given a peptide amino acid sequence and an MHC pseudo amino acid sequence, predict their binding affinity value. This is MHC class I binding data.. Dataset: Peptide-MHC class I binding affinity with 185,985 pairs from IEDB/IMGT (1) The peptide sequence is FMVFLQTHI. The MHC is HLA-B18:01 with pseudo-sequence HLA-B18:01. The binding affinity (normalized) is 0. (2) The peptide sequence is KVFFGPIYY. The MHC is HLA-A26:03 with pseudo-sequence HLA-A26:03. The binding affinity (normalized) is 0.0847. (3) The peptide sequence is YHGEAMAIG. The MHC is HLA-B35:01 with pseudo-sequence HLA-B35:01. The binding affinity (normalized) is 0.0847. (4) The peptide sequence is DMTPAERL. The MHC is Mamu-A11 with pseudo-sequence Mamu-A11. The binding affinity (normalized) is 0.